From a dataset of Experimentally validated miRNA-target interactions with 360,000+ pairs, plus equal number of negative samples. Binary Classification. Given a miRNA mature sequence and a target amino acid sequence, predict their likelihood of interaction. The miRNA is hsa-miR-26b-5p with sequence UUCAAGUAAUUCAGGAUAGGU. The protein sequence of the target gene is MVQKKKFCPRLLDYLVIVGARHPSSDSVAQTPELLRRYPLEDHTEFPLPPDVVFFCQPEGCLSVRQRRMSLRDDTSFVFTLTDKDTGVTRYGICVNFYRSFQKRISKEKGEGGAGSRGKEGTHATCASEEGGTESSESGSSLQPLSADSTPDVNQSPRGKRRAKAGSRSRNSTLTSLCVLSHYPFFSTFRECLYTLKRLVDCCSERLLGKKLGIPRGVQRDTMWRIFTGSLLVEEKSSALLHDLREIEAWIYRLLRSPVPVSGQKRVDIEVLPQELQPALTFALPDPSRFTLVDFPLHLP.... Result: 1 (interaction).